Dataset: Forward reaction prediction with 1.9M reactions from USPTO patents (1976-2016). Task: Predict the product of the given reaction. (1) Given the reactants [Cl:1][C:2]1[CH:3]=[CH:4][C:5]([OH:25])=[C:6]([CH2:8][N:9]2[CH:13]=[CH:12][C:11]([C:14]([NH:16][C:17]3[C:22]([F:23])=[CH:21][CH:20]=[CH:19][C:18]=3[F:24])=[O:15])=[N:10]2)[CH:7]=1.C(=O)([O-])[O-].[K+].[K+].Br[CH2:33][CH:34]1[CH2:36][CH2:35]1, predict the reaction product. The product is: [Cl:1][C:2]1[CH:3]=[CH:4][C:5]([O:25][CH2:33][CH:34]2[CH2:36][CH2:35]2)=[C:6]([CH2:8][N:9]2[CH:13]=[CH:12][C:11]([C:14]([NH:16][C:17]3[C:18]([F:24])=[CH:19][CH:20]=[CH:21][C:22]=3[F:23])=[O:15])=[N:10]2)[CH:7]=1. (2) Given the reactants CN(C)[C:3]([C:5]1[CH2:9][CH:8]([C:10]2[CH:15]=[CH:14][CH:13]=[CH:12][CH:11]=2)[O:7][N:6]=1)=[O:4].[OH-:17].[Na+], predict the reaction product. The product is: [C:10]1([CH:8]2[O:7][N:6]=[C:5]([C:3]([OH:17])=[O:4])[CH2:9]2)[CH:15]=[CH:14][CH:13]=[CH:12][CH:11]=1. (3) Given the reactants [Br:1][C:2]1[CH:21]=[CH:20][C:5]([CH2:6][CH:7]2[C:11]3=[N:12][C:13]4[CH:18]=[CH:17][CH:16]=[CH:15][C:14]=4[N:10]3[C:9](=[O:19])[NH:8]2)=[C:4]([F:22])[CH:3]=1.[NH2:23][C@H:24]1[CH2:29][CH2:28][C@H:27]([OH:30])[CH2:26][CH2:25]1.C(O)(C(F)(F)F)=O, predict the reaction product. The product is: [NH:10]1[C:14]2[CH:15]=[CH:16][CH:17]=[CH:18][C:13]=2[N:12]=[C:11]1[CH:7]([NH:8][C:9]([NH:23][C@H:24]1[CH2:29][CH2:28][C@H:27]([OH:30])[CH2:26][CH2:25]1)=[O:19])[CH2:6][C:5]1[CH:20]=[CH:21][C:2]([Br:1])=[CH:3][C:4]=1[F:22]. (4) Given the reactants [F:1][C:2]1[CH:7]=[CH:6][C:5]([F:8])=[CH:4][C:3]=1[N:9]=[C:10]=[O:11].[NH3:12], predict the reaction product. The product is: [F:1][C:2]1[CH:7]=[CH:6][C:5]([F:8])=[CH:4][C:3]=1[NH:9][C:10]([NH2:12])=[O:11]. (5) Given the reactants [C:1]([O:5][C:6]([NH:8][C@@H:9]([CH3:31])[C:10]([NH:12][CH2:13][C:14]1[S:18][C:17]([N:19]2[C:23]([C:24](O)=[O:25])=[CH:22][C:21]([C:27]([F:30])([F:29])[F:28])=[N:20]2)=[CH:16][CH:15]=1)=[O:11])=[O:7])([CH3:4])([CH3:3])[CH3:2].[CH2:32]([NH2:39])[C:33]1[CH:38]=[CH:37][CH:36]=[CH:35][CH:34]=1.C(Cl)CCl, predict the reaction product. The product is: [CH2:32]([NH:39][C:24]([C:23]1[N:19]([C:17]2[S:18][C:14]([CH2:13][NH:12][C:10](=[O:11])[C@@H:9]([NH:8][C:6](=[O:7])[O:5][C:1]([CH3:4])([CH3:3])[CH3:2])[CH3:31])=[CH:15][CH:16]=2)[N:20]=[C:21]([C:27]([F:28])([F:30])[F:29])[CH:22]=1)=[O:25])[C:33]1[CH:38]=[CH:37][CH:36]=[CH:35][CH:34]=1. (6) Given the reactants [CH:1]1(/[C:7](/[CH3:14])=[CH:8]/[C:9](OCC)=[O:10])[CH2:6][CH2:5][CH2:4][CH2:3][CH2:2]1.[H-].[Al+3].[Li+].[H-].[H-].[H-].C1COCC1.C(C(C(C([O-])=O)O)O)([O-])=O.[Na+].[K+], predict the reaction product. The product is: [CH:1]1(/[C:7](/[CH3:14])=[CH:8]/[CH2:9][OH:10])[CH2:6][CH2:5][CH2:4][CH2:3][CH2:2]1. (7) Given the reactants [CH:1]1([CH2:7][C:8]2([N:19]([CH3:21])[CH3:20])[CH2:18][CH2:17][C:11]3([CH2:15][CH2:14][NH:13][C:12]3=O)[CH2:10][CH2:9]2)[CH2:6][CH2:5][CH2:4][CH2:3][CH2:2]1.[H-].[Al+3].[Li+].[H-].[H-].[H-].O.[OH-].[Na+], predict the reaction product. The product is: [CH:1]1([CH2:7][C:8]2([N:19]([CH3:20])[CH3:21])[CH2:18][CH2:17][C:11]3([CH2:12][NH:13][CH2:14][CH2:15]3)[CH2:10][CH2:9]2)[CH2:2][CH2:3][CH2:4][CH2:5][CH2:6]1.